From a dataset of Forward reaction prediction with 1.9M reactions from USPTO patents (1976-2016). Predict the product of the given reaction. (1) Given the reactants [CH2:1]([O:3][C:4](=[O:34])[C:5](=O)[CH:6]([CH3:32])[C:7]([C:9]1[CH:14]=[CH:13][C:12]([O:15][CH2:16][C:17]2[C:22]([N:23]3[C:27](=[O:28])[N:26]([CH3:29])[N:25]=[N:24]3)=[CH:21][CH:20]=[CH:19][C:18]=2[CH3:30])=[C:11]([CH3:31])[CH:10]=1)=O)[CH3:2].[NH2:35][NH2:36], predict the reaction product. The product is: [CH3:30][C:18]1[C:17]([CH2:16][O:15][C:12]2[CH:13]=[CH:14][C:9]([C:7]3[C:6]([CH3:32])=[C:5]([C:4]([O:3][CH2:1][CH3:2])=[O:34])[NH:36][N:35]=3)=[CH:10][C:11]=2[CH3:31])=[C:22]([N:23]2[C:27](=[O:28])[N:26]([CH3:29])[N:25]=[N:24]2)[CH:21]=[CH:20][CH:19]=1. (2) Given the reactants [F:1][C:2]([F:16])([F:15])[CH2:3][O:4][C:5]1[C:14]2[C:9](=[CH:10][CH:11]=[CH:12][CH:13]=2)[CH:8]=[CH:7][CH:6]=1.[CH2:17]1[S:21](=O)[CH2:20][CH2:19][CH2:18]1.C(OC(C)C)(C)C.[C:30]([O:38][CH:39]([C:47]([F:50])([F:49])[F:48])[C:40]([F:46])([F:45])[S:41]([O-:44])(=[O:43])=[O:42])(=[O:37])[C:31]1[CH:36]=[CH:35][CH:34]=[CH:33][CH:32]=1.[Na+], predict the reaction product. The product is: [C:30]([O:38][CH:39]([C:47]([F:49])([F:50])[F:48])[C:40]([F:45])([F:46])[S:41]([O-:44])(=[O:43])=[O:42])(=[O:37])[C:31]1[CH:32]=[CH:33][CH:34]=[CH:35][CH:36]=1.[F:1][C:2]([F:15])([F:16])[CH2:3][O:4][C:5]1[C:14]2[C:9](=[CH:10][CH:11]=[CH:12][CH:13]=2)[C:8]([S+:21]2[CH2:17][CH2:18][CH2:19][CH2:20]2)=[CH:7][CH:6]=1. (3) Given the reactants [F:1][C:2]1([F:60])[C@H:6]([O:7][C:8]([C:23]2[CH:28]=[CH:27][CH:26]=[CH:25][CH:24]=2)([C:17]2[CH:22]=[CH:21][CH:20]=[CH:19][CH:18]=2)[C:9]2[CH:14]=[CH:13][C:12]([O:15][CH3:16])=[CH:11][CH:10]=2)[C@@H:5]([CH:29]=[O:30])[O:4][C@H:3]1[N:31]1[CH:59]=[CH:58][C:35]([NH:36][C:37]([C:52]2[CH:57]=[CH:56][CH:55]=[CH:54][CH:53]=2)([C:46]2[CH:51]=[CH:50][CH:49]=[CH:48][CH:47]=2)[C:38]2[CH:43]=[CH:42][C:41]([O:44][CH3:45])=[CH:40][CH:39]=2)=[N:34][C:32]1=[O:33].[CH3:61][Mg+].[Br-].N#N, predict the reaction product. The product is: [F:60][C:2]1([F:1])[C@H:6]([O:7][C:8]([C:23]2[CH:24]=[CH:25][CH:26]=[CH:27][CH:28]=2)([C:17]2[CH:18]=[CH:19][CH:20]=[CH:21][CH:22]=2)[C:9]2[CH:10]=[CH:11][C:12]([O:15][CH3:16])=[CH:13][CH:14]=2)[C@@H:5]([CH:29]([CH3:61])[OH:30])[O:4][C@H:3]1[N:31]1[CH:59]=[CH:58][C:35]([NH:36][C:37]([C:46]2[CH:47]=[CH:48][CH:49]=[CH:50][CH:51]=2)([C:52]2[CH:53]=[CH:54][CH:55]=[CH:56][CH:57]=2)[C:38]2[CH:43]=[CH:42][C:41]([O:44][CH3:45])=[CH:40][CH:39]=2)=[N:34][C:32]1=[O:33]. (4) Given the reactants [CH3:1][C@@H:2]1[CH2:7][CH2:6][C@H:5]([O:8][C:9]2[C:18]([C:19]([F:22])([F:21])[F:20])=[C:17]3[C:12]([CH:13]=[CH:14][C:15]([CH:23]([N:25]4[CH:30]5[CH2:31][CH2:32][CH:26]4[CH2:27][CH:28]([C:33]([OH:35])=[O:34])[CH2:29]5)[CH3:24])=[CH:16]3)=[CH:11][CH:10]=2)[CH2:4][CH2:3]1.CCCCCCC.C(=O)=O, predict the reaction product. The product is: [CH3:1][C@@H:2]1[CH2:7][CH2:6][C@H:5]([O:8][C:9]2[C:18]([C:19]([F:21])([F:22])[F:20])=[C:17]3[C:12]([CH:13]=[CH:14][C:15]([C@@H:23]([N:25]4[CH:26]5[CH2:32][CH2:31][CH:30]4[CH2:29][CH:28]([C:33]([OH:35])=[O:34])[CH2:27]5)[CH3:24])=[CH:16]3)=[CH:11][CH:10]=2)[CH2:4][CH2:3]1.